This data is from Catalyst prediction with 721,799 reactions and 888 catalyst types from USPTO. The task is: Predict which catalyst facilitates the given reaction. Reactant: [Br-].[CH3:2][CH:3]1[CH2:7][CH2:6][N+:5]2([CH2:11][CH2:10][CH2:9][CH2:8]2)[CH2:4]1.[F:12][S:13]([N-:16][S:17]([F:20])(=[O:19])=[O:18])(=[O:15])=[O:14].[K+]. Product: [F:12][S:13]([N-:16][S:17]([F:20])(=[O:19])=[O:18])(=[O:15])=[O:14].[CH3:2][CH:3]1[CH2:7][CH2:6][N+:5]2([CH2:11][CH2:10][CH2:9][CH2:8]2)[CH2:4]1. The catalyst class is: 6.